Dataset: Peptide-MHC class I binding affinity with 185,985 pairs from IEDB/IMGT. Task: Regression. Given a peptide amino acid sequence and an MHC pseudo amino acid sequence, predict their binding affinity value. This is MHC class I binding data. The peptide sequence is SQIETGTPF. The MHC is HLA-B08:02 with pseudo-sequence HLA-B08:02. The binding affinity (normalized) is 0.0847.